This data is from Full USPTO retrosynthesis dataset with 1.9M reactions from patents (1976-2016). The task is: Predict the reactants needed to synthesize the given product. Given the product [NH2:21][C:5]1[C:6]2[C:11](=[C:10]([C:23]3[C:24]([C@@H:35]([NH:45][C:46](=[O:52])[O:47][C:48]([CH3:51])([CH3:50])[CH3:49])[CH2:36][C:37]4[CH:42]=[C:41]([F:43])[CH:40]=[C:39]([F:44])[CH:38]=4)=[N:25][C:26]([C:29]#[C:30][C:31]([OH:34])([CH3:32])[CH3:33])=[CH:27][CH:28]=3)[CH:9]=[CH:8][CH:7]=2)[N:3]([CH2:1][CH3:2])[N:4]=1, predict the reactants needed to synthesize it. The reactants are: [CH2:1]([N:3]1[C:11]2[C:6](=[CH:7][CH:8]=[CH:9][C:10]=2B2OC(C)(C)C(C)(C)O2)[C:5]([NH2:21])=[N:4]1)[CH3:2].Br[C:23]1[C:24]([C@@H:35]([NH:45][C:46](=[O:52])[O:47][C:48]([CH3:51])([CH3:50])[CH3:49])[CH2:36][C:37]2[CH:42]=[C:41]([F:43])[CH:40]=[C:39]([F:44])[CH:38]=2)=[N:25][C:26]([C:29]#[C:30][C:31]([OH:34])([CH3:33])[CH3:32])=[CH:27][CH:28]=1.C([O-])([O-])=O.[K+].[K+].[Li+].[Cl-].